From a dataset of Catalyst prediction with 721,799 reactions and 888 catalyst types from USPTO. Predict which catalyst facilitates the given reaction. (1) Reactant: Br[C:2]1(Br)[C:6]2[CH:7]=[N:8][C:9]([Cl:11])=[CH:10][C:5]=2[NH:4][C:3]1=[O:12].CO. Product: [Cl:11][C:9]1[N:8]=[CH:7][C:6]2[CH2:2][C:3](=[O:12])[NH:4][C:5]=2[CH:10]=1. The catalyst class is: 565. (2) Reactant: [CH3:1][C:2]([CH3:29])([CH3:28])[CH2:3][N:4]1[C:8]2[N:9]=[C:10]([C:13]#[N:14])[N:11]=[CH:12][C:7]=2[CH:6]=[C:5]1[CH2:15][N:16]1[C:20](=[O:21])[C:19]2([CH2:26][CH2:25][NH:24][CH2:23][CH2:22]2)[O:18][C:17]1=[O:27].[CH2:30](Br)[CH3:31].C([O-])([O-])=O.[K+].[K+].[Na+].[I-]. Product: [CH3:1][C:2]([CH3:29])([CH3:28])[CH2:3][N:4]1[C:8]2[N:9]=[C:10]([C:13]#[N:14])[N:11]=[CH:12][C:7]=2[CH:6]=[C:5]1[CH2:15][N:16]1[C:20](=[O:21])[C:19]2([CH2:22][CH2:23][N:24]([CH2:30][CH3:31])[CH2:25][CH2:26]2)[O:18][C:17]1=[O:27]. The catalyst class is: 18. (3) Reactant: Cl[C:2]1[C:3]([CH:5]=[C:6]([NH:10][C:11]2[C:20]3[C:15](=[CH:16][C:17]([O:23][CH3:24])=[C:18]([O:21][CH3:22])[CH:19]=3)[N:14]=[CH:13][N:12]=2)[C:7](=[O:9])[CH:8]=1)=[O:4].[CH3:25][NH2:26]. Product: [CH3:22][O:21][C:18]1[CH:19]=[C:20]2[C:15](=[CH:16][C:17]=1[O:23][CH3:24])[N:14]=[CH:13][N:12]=[C:11]2[NH:10][C:6]1[C:7]([CH:8]=[C:2]([NH:26][CH3:25])[C:3](=[O:4])[CH:5]=1)=[O:9]. The catalyst class is: 1. (4) Product: [F:23][C@H:11]1[C@H:10]([CH2:9][O:8][C:7]2[C:2]([NH2:1])=[N:3][CH:4]=[N:5][CH:6]=2)[CH2:15][CH2:14][NH:13][CH2:12]1. The catalyst class is: 2. Reactant: [NH2:1][C:2]1[C:7]([O:8][CH2:9][C@@H:10]2[CH2:15][CH2:14][N:13](C(OC(C)(C)C)=O)[CH2:12][C@H:11]2[F:23])=[CH:6][N:5]=[CH:4][N:3]=1.C(O)(C(F)(F)F)=O.CO. (5) Reactant: [Br:1][C:2]1[CH:11]=[C:10]2[C:5]([CH2:6][CH2:7][N:8]([C:15](=O)[C:16]([N:18]([C:29]([CH3:32])([CH3:31])[CH3:30])[CH2:19][CH2:20][CH2:21][C:22]#[C:23][C:24]3[S:25][CH:26]=[CH:27][CH:28]=3)=[O:17])[CH:9]2C(O)=O)=[CH:4][C:3]=1[O:34][CH3:35].C([O-])(=O)C.[Na+].O.[NH4+].[OH-]. The catalyst class is: 152. Product: [C:29]([N:18]1[CH2:19][CH2:20][CH2:21][C:22]2[C:23]([C:24]3[S:25][CH:26]=[CH:27][CH:28]=3)=[C:9]3[C:10]4[CH:11]=[C:2]([Br:1])[C:3]([O:34][CH3:35])=[CH:4][C:5]=4[CH2:6][CH2:7][N:8]3[C:15]=2[C:16]1=[O:17])([CH3:30])([CH3:32])[CH3:31]. (6) Reactant: [C:1]([O:5][C:6](=[O:33])[CH:7]([NH:14][S:15]([C:18]1[CH:23]=[CH:22][C:21]([O:24][CH2:25][C:26]2[CH:31]=[CH:30][C:29]([F:32])=[CH:28][CH:27]=2)=[CH:20][CH:19]=1)(=[O:17])=[O:16])CCCC(=O)C)([CH3:4])([CH3:3])[CH3:2].[CH3:34][C:35](C)([O-:37])[CH3:36].[K+].Cl.[CH2:41]1COC[CH2:42]1. Product: [C:1]([O:5][C:6]([CH:7]1[C:35]([OH:37])([CH3:36])[CH2:34][CH2:42][CH2:41][N:14]1[S:15]([C:18]1[CH:23]=[CH:22][C:21]([O:24][CH2:25][C:26]2[CH:27]=[CH:28][C:29]([F:32])=[CH:30][CH:31]=2)=[CH:20][CH:19]=1)(=[O:16])=[O:17])=[O:33])([CH3:2])([CH3:3])[CH3:4]. The catalyst class is: 6. (7) Reactant: [F:1][C:2]1[CH:3]=[CH:4][C:5]([O:20][CH3:21])=[C:6]([C:8]([CH3:19])([CH3:18])[CH2:9][C:10]([OH:17])([C:13]([F:16])([F:15])[F:14])[CH:11]=O)[CH:7]=1.[NH2:22][C:23]1[CH:32]=[CH:31][CH:30]=[C:29]2[C:24]=1[CH:25]=[CH:26][C:27]([CH3:33])=[N:28]2.C(O[BH-](OC(=O)C)OC(=O)C)(=O)C.[Na+].C1(C)C=CC=CC=1. Product: [F:1][C:2]1[CH:3]=[CH:4][C:5]([O:20][CH3:21])=[C:6]([C:8]([CH3:18])([CH3:19])[CH2:9][C:10]([C:13]([F:14])([F:16])[F:15])([OH:17])[CH2:11][NH:22][C:23]2[CH:32]=[CH:31][CH:30]=[C:29]3[C:24]=2[CH:25]=[CH:26][C:27]([CH3:33])=[N:28]3)[CH:7]=1. The catalyst class is: 15. (8) Reactant: [Br:1][C:2]1[CH:3]=[CH:4][C:5]([N+:17]([O-])=O)=[C:6]([NH:8][C:9]2[CH:16]=[CH:15][C:12]([C:13]#[N:14])=[CH:11][CH:10]=2)[CH:7]=1.Cl[Sn]Cl.O. Product: [NH2:17][C:5]1[CH:4]=[CH:3][C:2]([Br:1])=[CH:7][C:6]=1[NH:8][C:9]1[CH:16]=[CH:15][C:12]([C:13]#[N:14])=[CH:11][CH:10]=1. The catalyst class is: 8. (9) Reactant: [Cl-].[Ca+2].[Cl-].[O:4]1[CH:6]([CH2:7][CH2:8][CH2:9][CH2:10][CH2:11][CH2:12][CH2:13][CH2:14][CH2:15][CH3:16])[CH2:5]1.S(=O)(=O)(O)O.[CH2:22]([OH:27])[CH2:23][CH2:24][CH2:25][OH:26].[C:28](=O)([O-])[OH:29].[Na+]. Product: [OH:26][CH2:25][CH2:16][CH2:15][CH2:14][CH2:13][CH2:12][CH2:11][CH2:10][CH2:9][CH2:8][CH2:7][CH2:6][O:4][CH2:5][CH2:28][OH:29].[CH2:22]([OH:27])[CH2:23][CH2:24][CH2:25][OH:26]. The catalyst class is: 6.